This data is from Reaction yield outcomes from USPTO patents with 853,638 reactions. The task is: Predict the reaction yield, written as a fraction of the theoretical maximum amount of product (1.0 means a 100% yield; for example, 0.34 means a 34% yield). The reactants are [NH:1]([C:16]([O:18][C:19]([CH3:22])([CH3:21])[CH3:20])=[O:17])[C@@H:2]([C:13]([OH:15])=O)[CH2:3][C:4]1[C:12]2[C:7](=[CH:8][CH:9]=[CH:10][CH:11]=2)[NH:6][CH:5]=1.[NH2:23][C@H:24]([C:40]([O:42][C:43]([CH3:46])([CH3:45])[CH3:44])=[O:41])[CH2:25][CH2:26][CH2:27][CH2:28][NH:29][C:30]([O:32][CH2:33][C:34]1[CH:39]=[CH:38][CH:37]=[CH:36][CH:35]=1)=[O:31].Cl.OC1C2N=NNC=2C=CC=1.Cl.CNC(N=C=NCC)CCNC. The catalyst is CN(C)C1C=CN=CC=1.C(Cl)Cl. The product is [NH:1]([C:16]([O:18][C:19]([CH3:22])([CH3:21])[CH3:20])=[O:17])[C@@H:2]([C:13]([NH:23][C@H:24]([C:40]([O:42][C:43]([CH3:46])([CH3:45])[CH3:44])=[O:41])[CH2:25][CH2:26][CH2:27][CH2:28][NH:29][C:30]([O:32][CH2:33][C:34]1[CH:35]=[CH:36][CH:37]=[CH:38][CH:39]=1)=[O:31])=[O:15])[CH2:3][C:4]1[C:12]2[C:7](=[CH:8][CH:9]=[CH:10][CH:11]=2)[NH:6][CH:5]=1. The yield is 0.940.